Regression. Given two drug SMILES strings and cell line genomic features, predict the synergy score measuring deviation from expected non-interaction effect. From a dataset of NCI-60 drug combinations with 297,098 pairs across 59 cell lines. (1) Drug 2: CC1CCC2CC(C(=CC=CC=CC(CC(C(=O)C(C(C(=CC(C(=O)CC(OC(=O)C3CCCCN3C(=O)C(=O)C1(O2)O)C(C)CC4CCC(C(C4)OC)O)C)C)O)OC)C)C)C)OC. Drug 1: C1=CC(=CC=C1CC(C(=O)O)N)N(CCCl)CCCl.Cl. Cell line: NCI/ADR-RES. Synergy scores: CSS=0.199, Synergy_ZIP=-3.42, Synergy_Bliss=-8.86, Synergy_Loewe=-11.7, Synergy_HSA=-9.96. (2) Drug 1: C1=C(C(=O)NC(=O)N1)F. Drug 2: C1CN(P(=O)(OC1)NCCCl)CCCl. Cell line: NCI-H226. Synergy scores: CSS=15.2, Synergy_ZIP=5.71, Synergy_Bliss=8.73, Synergy_Loewe=0.360, Synergy_HSA=7.09. (3) Drug 1: CC1=C(C=C(C=C1)C(=O)NC2=CC(=CC(=C2)C(F)(F)F)N3C=C(N=C3)C)NC4=NC=CC(=N4)C5=CN=CC=C5. Drug 2: C1CN1C2=NC(=NC(=N2)N3CC3)N4CC4. Cell line: HOP-62. Synergy scores: CSS=36.6, Synergy_ZIP=3.53, Synergy_Bliss=6.32, Synergy_Loewe=-9.05, Synergy_HSA=6.71.